From a dataset of Forward reaction prediction with 1.9M reactions from USPTO patents (1976-2016). Predict the product of the given reaction. (1) The product is: [CH2:29]([O:28][C:26]([N:11]1[CH2:10][CH2:9][C:8]([C:5]2[CH:6]=[CH:7][C:2]([Cl:1])=[C:3]([C:15]([F:18])([F:16])[F:17])[CH:4]=2)([OH:14])[CH2:13][CH2:12]1)=[O:27])[CH3:30]. Given the reactants [Cl:1][C:2]1[CH:7]=[CH:6][C:5]([C:8]2([OH:14])[CH2:13][CH2:12][NH:11][CH2:10][CH2:9]2)=[CH:4][C:3]=1[C:15]([F:18])([F:17])[F:16].N1C=CC=CC=1.Cl[C:26]([O:28][CH2:29][CH3:30])=[O:27], predict the reaction product. (2) Given the reactants [F:1][C:2]([F:13])([F:12])[O:3][C:4]1[CH:11]=[CH:10][C:7]([CH2:8][NH2:9])=[CH:6][CH:5]=1.Cl.FC(F)(F)OC1C=CC(CN)=CC=1.[CH:28]1[N:33]=[C:32](Cl)[C:31]2[N:35]=[CH:36][N:37]([C@@H:38]3[O:42][C@H:41]([CH2:43][OH:44])[C@@H:40]([OH:45])[C@H:39]3[OH:46])[C:30]=2[N:29]=1.C(N(CC)CC)C, predict the reaction product. The product is: [F:1][C:2]([F:12])([F:13])[O:3][C:4]1[CH:11]=[CH:10][C:7]([CH2:8][NH:9][C:32]2[C:31]3[N:35]=[CH:36][N:37]([C:30]=3[N:29]=[CH:28][N:33]=2)[C@@H:38]2[O:42][C@H:41]([CH2:43][OH:44])[C@@H:40]([OH:45])[C@H:39]2[OH:46])=[CH:6][CH:5]=1.